From a dataset of Full USPTO retrosynthesis dataset with 1.9M reactions from patents (1976-2016). Predict the reactants needed to synthesize the given product. Given the product [CH:30]1([C:33]([O:8][C:6]2[C:5]3[O:9][C:10]4[CH:11]=[CH:12][C:13]([C@@H:22]([OH:27])[CH2:23][CH:24]([CH3:25])[CH3:26])=[C:14]([O:20][CH3:21])[C:15]=4[C:16](=[O:17])[O:18][CH2:19][C:4]=3[CH:3]=[C:2]([CH3:1])[CH:7]=2)=[O:34])[CH2:32][CH2:31]1, predict the reactants needed to synthesize it. The reactants are: [CH3:1][C:2]1[CH:7]=[C:6]([OH:8])[C:5]2[O:9][C:10]3[C:15]([C:16]([O:18][CH2:19][C:4]=2[CH:3]=1)=[O:17])=[C:14]([O:20][CH3:21])[C:13]([C@@H:22]([OH:27])[CH2:23][CH:24]([CH3:26])[CH3:25])=[CH:12][CH:11]=3.[H-].[Na+].[CH:30]1([C:33](Cl)=[O:34])[CH2:32][CH2:31]1.